This data is from CYP1A2 inhibition data for predicting drug metabolism from PubChem BioAssay. The task is: Regression/Classification. Given a drug SMILES string, predict its absorption, distribution, metabolism, or excretion properties. Task type varies by dataset: regression for continuous measurements (e.g., permeability, clearance, half-life) or binary classification for categorical outcomes (e.g., BBB penetration, CYP inhibition). Dataset: cyp1a2_veith. (1) The drug is Nc1ncnc(N(c2ccccc2)C2CCCCC2)c1[N+](=O)[O-]. The result is 0 (non-inhibitor). (2) The compound is O=C(Cc1cccs1)N1CCC(c2nc3c(nnn3Cc3ccccc3Cl)c(=O)[nH]2)CC1. The result is 1 (inhibitor). (3) The result is 0 (non-inhibitor). The compound is C/C(CC(=O)NCc1ccco1)=N\NC(=O)Cc1ccccc1.